This data is from Reaction yield outcomes from USPTO patents with 853,638 reactions. The task is: Predict the reaction yield, written as a fraction of the theoretical maximum amount of product (1.0 means a 100% yield; for example, 0.34 means a 34% yield). (1) The catalyst is CC(N(C)C)=O.O. The product is [CH3:11][O:12][C:13]1[CH:18]=[CH:17][C:16]([O:19][C:2]2[CH:7]=[CH:6][C:5]([C:8](=[O:10])[CH3:9])=[CH:4][CH:3]=2)=[CH:15][CH:14]=1. The yield is 0.680. The reactants are F[C:2]1[CH:7]=[CH:6][C:5]([C:8](=[O:10])[CH3:9])=[CH:4][CH:3]=1.[CH3:11][O:12][C:13]1[CH:18]=[CH:17][C:16]([OH:19])=[CH:15][CH:14]=1.C([O-])([O-])=O.[K+].[K+].CO. (2) The reactants are [CH3:1][S:2]([C:5]1[CH:6]=[C:7]([C:11]2[S:15][C:14]([C:16]3[N:20]([CH2:21][C:22]([O:24]CC)=[O:23])[N:19]=[C:18]([C:27]([F:30])([F:29])[F:28])[CH:17]=3)=[CH:13][CH:12]=2)[CH:8]=[CH:9][CH:10]=1)(=[O:4])=[O:3].[OH-].[Li+].[CH2:33]1COCC1. The catalyst is O. The product is [CH3:33][CH:21]([N:20]1[C:16]([C:14]2[S:15][C:11]([C:7]3[CH:8]=[CH:9][CH:10]=[C:5]([S:2]([CH3:1])(=[O:4])=[O:3])[CH:6]=3)=[CH:12][CH:13]=2)=[CH:17][C:18]([C:27]([F:30])([F:29])[F:28])=[N:19]1)[C:22]([OH:24])=[O:23]. The yield is 0.630. (3) The reactants are Cl[C:2]1[C:11]2[C:6](=[C:7]([OH:12])[CH:8]=[CH:9][CH:10]=2)[N:5]=[C:4]([CH3:13])[CH:3]=1.[NH2:14][CH2:15][C:16]1[CH:21]=[CH:20][CH:19]=[CH:18][N:17]=1.C(OCC)(=O)C. The yield is 0.440. The product is [CH3:13][C:4]1[CH:3]=[C:2]([NH:14][CH2:15][C:16]2[CH:21]=[CH:20][CH:19]=[CH:18][N:17]=2)[C:11]2[C:6](=[C:7]([OH:12])[CH:8]=[CH:9][CH:10]=2)[N:5]=1. The catalyst is CS(C)=O. (4) The reactants are [Cl:1][C:2]1[CH:14]=[C:13]([Cl:15])[CH:12]=[CH:11][C:3]=1[CH2:4][CH:5]1[CH2:9][CH2:8]O[C:6]1=[O:10].[CH:16]1([NH2:23])[CH2:22][CH2:21][CH2:20][CH2:19][CH2:18][CH2:17]1. No catalyst specified. The product is [CH:16]1([N:23]2[CH2:8][CH2:9][CH:5]([CH2:4][C:3]3[CH:11]=[CH:12][C:13]([Cl:15])=[CH:14][C:2]=3[Cl:1])[C:6]2=[O:10])[CH2:22][CH2:21][CH2:20][CH2:19][CH2:18][CH2:17]1. The yield is 0.320. (5) The reactants are [CH3:1][CH2:2][CH2:3][CH2:4][CH2:5][C:6](Cl)=[O:7].[CH3:9][O:10][C:11]1[CH:16]=[CH:15][CH:14]=[CH:13][CH:12]=1. The catalyst is ClCCl.[Al+3].[Cl-].[Cl-].[Cl-]. The product is [CH3:9][O:10][C:11]1[CH:16]=[CH:15][C:14]([C:6](=[O:7])[CH2:5][CH2:4][CH2:3][CH2:2][CH3:1])=[CH:13][CH:12]=1. The yield is 0.662.